Task: Predict the reaction yield, written as a fraction of the theoretical maximum amount of product (1.0 means a 100% yield; for example, 0.34 means a 34% yield).. Dataset: Reaction yield outcomes from USPTO patents with 853,638 reactions (1) The reactants are [CH2:1]([O:8][C:9]([N:11]1[CH2:15][CH:14]2[CH:16]([OH:19])[CH2:17][CH2:18][CH:13]2[CH2:12]1)=[O:10])[C:2]1[CH:7]=[CH:6][CH:5]=[CH:4][CH:3]=1.C1(P(C2C=CC=CC=2)C2C=CC=CC=2)C=CC=CC=1.[C:39](O)(=[O:46])[C:40]1[CH:45]=[CH:44][CH:43]=[CH:42][CH:41]=1.N(C(OC(C)C)=O)=NC(OC(C)C)=O. The catalyst is O1CCCC1. The product is [CH2:1]([O:8][C:9]([N:11]1[CH2:15][CH:14]2[CH:16]([O:19][C:39](=[O:46])[C:40]3[CH:45]=[CH:44][CH:43]=[CH:42][CH:41]=3)[CH2:17][CH2:18][CH:13]2[CH2:12]1)=[O:10])[C:2]1[CH:7]=[CH:6][CH:5]=[CH:4][CH:3]=1. The yield is 0.800. (2) The product is [CH:11]([C:7]1[CH:8]=[CH:9][CH:10]=[C:5]([CH:2]([CH3:4])[CH3:3])[C:6]=1[C:14]1[CH:15]=[C:16]([N:20]2[C:21]3=[N:22][CH:23]=[CH:24][N:25]=[C:26]3[N:27]([C:28]3[CH:29]=[C:30]([CH3:35])[CH:31]=[C:32]([CH3:34])[CH:33]=3)[CH:36]2[O:37][CH2:38][CH3:39])[CH:17]=[CH:18][CH:19]=1)([CH3:13])[CH3:12]. The yield is 0.580. The reactants are [Cl-].[CH:2]([C:5]1[CH:10]=[CH:9][CH:8]=[C:7]([CH:11]([CH3:13])[CH3:12])[C:6]=1[C:14]1[CH:15]=[C:16]([NH2+:20][C:21]2[C:26]([NH:27][C:28]3[CH:33]=[C:32]([CH3:34])[CH:31]=[C:30]([CH3:35])[CH:29]=3)=[N:25][CH:24]=[CH:23][N:22]=2)[CH:17]=[CH:18][CH:19]=1)([CH3:4])[CH3:3].[CH:36](OCC)(OCC)[O:37][CH2:38][CH3:39]. No catalyst specified. (3) The reactants are [C:1]([O:5][C:6]([N:8]1[CH2:23][CH2:22][CH2:21][C:9]21[C:12](=[O:13])[N:11]([C@@H:14]([C@H:18]([OH:20])[CH3:19])[C:15](O)=[O:16])[CH2:10]2)=[O:7])([CH3:4])([CH3:3])[CH3:2].[Cl-].[NH4+].CC[N:28]=C=NCCCN(C)C.Cl.C1C=CC2N(O)N=NC=2C=1.CCN(C(C)C)C(C)C. The catalyst is C(Cl)Cl. The product is [NH2:28][C:15](=[O:16])[C@@H:14]([N:11]1[CH2:10][C:9]2([CH2:21][CH2:22][CH2:23][N:8]2[C:6]([O:5][C:1]([CH3:2])([CH3:4])[CH3:3])=[O:7])[C:12]1=[O:13])[C@H:18]([OH:20])[CH3:19]. The yield is 0.510. (4) The reactants are [OH-].[Na+].O.NN.[CH2:6]([O:13][C:14]1[C:19]([Br:20])=[CH:18][C:17]([C:21](=O)[CH3:22])=[C:16]([O:24][CH3:25])[CH:15]=1)[C:7]1[CH:12]=[CH:11][CH:10]=[CH:9][CH:8]=1. The catalyst is C(O)COCCOCCO. The product is [CH2:6]([O:13][C:14]1[CH:15]=[C:16]([O:24][CH3:25])[C:17]([CH2:21][CH3:22])=[CH:18][C:19]=1[Br:20])[C:7]1[CH:8]=[CH:9][CH:10]=[CH:11][CH:12]=1. The yield is 0.400. (5) The reactants are [Cl:1][C:2]1[N:7]=[CH:6][C:5]([OH:8])=[CH:4][CH:3]=1.O.C(=O)([O-])[O-].[Na+].[Na+].[I:16]I. The catalyst is C1COCC1. The product is [Cl:1][C:2]1[N:7]=[C:6]([I:16])[C:5]([OH:8])=[CH:4][CH:3]=1. The yield is 0.750.